This data is from TCR-epitope binding with 47,182 pairs between 192 epitopes and 23,139 TCRs. The task is: Binary Classification. Given a T-cell receptor sequence (or CDR3 region) and an epitope sequence, predict whether binding occurs between them. (1) The epitope is NQKLIANQF. The TCR CDR3 sequence is CATSREQGDTGELFF. Result: 0 (the TCR does not bind to the epitope). (2) The epitope is QARQMVQAMRTIGTHP. The TCR CDR3 sequence is CASRATGPDEQYF. Result: 1 (the TCR binds to the epitope).